This data is from Forward reaction prediction with 1.9M reactions from USPTO patents (1976-2016). The task is: Predict the product of the given reaction. Given the reactants [CH3:1][N:2]1[CH2:7][CH2:6][NH:5][CH2:4][CH2:3]1.F[C:9]1[CH:14]=[C:13]([CH2:15][NH:16][C:17]2[CH:30]=[C:29]3[C:20]([O:21][C:22]4[C:23]([C:31]5[NH:36][C:35](=[O:37])[CH:34]=[C:33]([N:38]6[CH2:43][CH2:42][O:41][CH2:40][CH2:39]6)[CH:32]=5)=[CH:24][CH:25]=[CH:26][C:27]=4[CH2:28]3)=[CH:19][CH:18]=2)[CH:12]=[CH:11][N:10]=1, predict the reaction product. The product is: [CH3:1][N:2]1[CH2:7][CH2:6][N:5]([C:9]2[CH:14]=[C:13]([CH2:15][NH:16][C:17]3[CH:30]=[C:29]4[C:20]([O:21][C:22]5[C:23]([C:31]6[NH:36][C:35](=[O:37])[CH:34]=[C:33]([N:38]7[CH2:39][CH2:40][O:41][CH2:42][CH2:43]7)[CH:32]=6)=[CH:24][CH:25]=[CH:26][C:27]=5[CH2:28]4)=[CH:19][CH:18]=3)[CH:12]=[CH:11][N:10]=2)[CH2:4][CH2:3]1.